Dataset: Experimentally validated miRNA-target interactions with 360,000+ pairs, plus equal number of negative samples. Task: Binary Classification. Given a miRNA mature sequence and a target amino acid sequence, predict their likelihood of interaction. (1) The miRNA is mmu-miR-466i-3p with sequence AUACACACACACAUACACACUA. The protein sequence of the target gene is MLRNNKTIIIKYFLNLINGAFLVLGLLFMGFGAWLLLDRNNFLTAFDENNHFIVPISQILIGMGSSTVLFCLLGYIGIHNEIRWLLIVYAVLITWTFAVQVVLSAFIITKKEEVQQLWHDKIDFVISEYGSKDKPEDITKWTILNALQKTLQCCGQHNYTDWIKNKNKENSGQVPCSCTKSTLRKWFCDEPLNATYLEGCENKISAWYNVNVLTLIGINFGLLTSEVFQVSLTVCFFKNIKNIIHAEM. Result: 0 (no interaction). (2) The miRNA is gga-miR-133a-3p with sequence UUGGUCCCCUUCAACCAGCUGU. The protein sequence of the target gene is MKSGPGIQAAIDLTAGAAGGTACVLTGQPFDTIKVKMQTFPDLYKGLTDCFLKTYAQVGLRGFYKGTGPALMAYVAENSVLFMCYGFCQQFVRKVAGMDKQAKLSDLQTAAAGSFASAFAALALCPTELVKCRLQTMYEMEMSGKIAKSHNTIWSVVKGILKKDGPLGFYHGLSSTLLQEVPGYFFFFGGYELSRSFFASGRSKDELGPVHLMLSGGVAGICLWLVVFPVDCIKSRIQVLSMYGKQAGFIGTLLSVVRNEGIVALYSGLKATMIRAIPANGALFVAYEYSRKMMMKQLEA.... Result: 0 (no interaction).